From a dataset of Catalyst prediction with 721,799 reactions and 888 catalyst types from USPTO. Predict which catalyst facilitates the given reaction. Reactant: [Cl:1][C:2]1[N:10]=[C:9]2[C:5]([N:6]=[CH:7][N:8]2[C@@H:11]2[CH2:15][C@H:14]([N:16]3[N:20]=[N:19][C:18]([CH2:21][CH3:22])=[N:17]3)[CH:13]=[CH:12]2)=[C:4](Cl)[N:3]=1.[CH3:24][O:25][C@H:26]1[CH2:30][CH2:29][CH2:28][C@@H:27]1[NH2:31]. Product: [Cl:1][C:2]1[N:10]=[C:9]2[C:5]([N:6]=[CH:7][N:8]2[C@@H:11]2[CH2:15][C@H:14]([N:16]3[N:20]=[N:19][C:18]([CH2:21][CH3:22])=[N:17]3)[CH:13]=[CH:12]2)=[C:4]([NH:31][C@H:27]2[CH2:28][CH2:29][CH2:30][C@@H:26]2[O:25][CH3:24])[N:3]=1. The catalyst class is: 1.